Predict the reactants needed to synthesize the given product. From a dataset of Full USPTO retrosynthesis dataset with 1.9M reactions from patents (1976-2016). (1) Given the product [NH2:19][N:2]1[C:10]2[C:5](=[CH:6][CH:7]=[C:8]([C:11]([O:13][CH2:14][CH:15]=[CH2:16])=[O:12])[CH:9]=2)[CH2:4][CH2:3]1, predict the reactants needed to synthesize it. The reactants are: Cl.[NH:2]1[C:10]2[C:5](=[CH:6][CH:7]=[C:8]([C:11]([O:13][CH2:14][CH:15]=[CH2:16])=[O:12])[CH:9]=2)[CH2:4][CH2:3]1.Cl.O.[N:19]([O-])=O.[Na+]. (2) Given the product [CH3:26][C:5]1[CH:6]=[C:7]([C:8]2[C:17]3[CH2:16][CH2:15][CH2:14][CH2:13][C:12]=3[N:11]=[C:10]([O:18][CH2:19][C:20]3[CH:25]=[CH:24][CH:23]=[CH:22][N:21]=3)[CH:9]=2)[C:2]([C:27]#[N:28])=[N:3][CH:4]=1, predict the reactants needed to synthesize it. The reactants are: F[C:2]1[C:7]([C:8]2[C:17]3[CH2:16][CH2:15][CH2:14][CH2:13][C:12]=3[N:11]=[C:10]([O:18][CH2:19][C:20]3[CH:25]=[CH:24][CH:23]=[CH:22][N:21]=3)[CH:9]=2)=[CH:6][C:5]([CH3:26])=[CH:4][N:3]=1.[C-:27]#[N:28].[Na+].CS(C)=O.O. (3) Given the product [F:20][C:17]1[CH:18]=[CH:19][C:14]([C:13]2[C:9]3[CH:8]=[CH:7][C:6]([O:5][CH2:4][CH2:3][CH2:2][N:22]4[CH2:25][CH2:24][CH2:23]4)=[CH:21][C:10]=3[S:11][CH:12]=2)=[CH:15][CH:16]=1, predict the reactants needed to synthesize it. The reactants are: Br[CH2:2][CH2:3][CH2:4][O:5][C:6]1[CH:7]=[CH:8][C:9]2[C:13]([C:14]3[CH:19]=[CH:18][C:17]([F:20])=[CH:16][CH:15]=3)=[CH:12][S:11][C:10]=2[CH:21]=1.[NH:22]1[CH2:25][CH2:24][CH2:23]1. (4) Given the product [C:16]1([C:20]2[CH:25]=[CH:24][CH:23]=[CH:22][CH:21]=2)[CH:17]=[CH:18][C:13]([N:4]2[N:3]=[C:2]([OH:1])[C:11]3[C:6](=[CH:7][CH:8]=[CH:9][CH:10]=3)[C:5]2=[O:12])=[CH:14][CH:15]=1, predict the reactants needed to synthesize it. The reactants are: [OH:1][C:2]1[C:11]2[C:6](=[CH:7][CH:8]=[CH:9][CH:10]=2)[C:5](=[O:12])[N:4]([C:13]2[CH:18]=[CH:17][C:16](I)=[CH:15][CH:14]=2)[N:3]=1.[C:20]1(B(O)O)[CH:25]=[CH:24][CH:23]=[CH:22][CH:21]=1.[F-].[K+]. (5) Given the product [Br:26][CH2:1][C:2]1[C:3]([CH2:7][N:8]2[C:16](=[O:17])[C:15]3[C:10](=[CH:11][CH:12]=[CH:13][CH:14]=3)[C:9]2=[O:18])=[CH:4][S:5][CH:6]=1, predict the reactants needed to synthesize it. The reactants are: [CH3:1][CH:2]1[CH2:6][S:5][CH2:4][CH:3]1[CH2:7][N:8]1[C:16](=[O:17])[C:15]2[C:10](=[CH:11][CH:12]=[CH:13][CH:14]=2)[C:9]1=[O:18].C1C(=O)N([Br:26])C(=O)C1.CC(N=NC(C#N)(C)C)(C#N)C. (6) Given the product [Cl:1][C:2]1[N:3]=[C:4]([CH3:30])[NH:5][C:6]=1[C:7]([NH:9][CH2:10][C:11]1[CH:16]=[CH:15][C:14]([Cl:17])=[C:13]([O:18][C:19]2[CH:24]=[C:23]([CH2:25][OH:26])[CH:22]=[C:21]([C:27]#[N:28])[CH:20]=2)[C:12]=1[F:29])=[O:8], predict the reactants needed to synthesize it. The reactants are: [Cl:1][C:2]1[N:3]=[C:4]([CH3:30])[NH:5][C:6]=1[C:7]([NH:9][CH2:10][C:11]1[CH:16]=[CH:15][C:14]([Cl:17])=[C:13]([O:18][C:19]2[CH:24]=[C:23]([CH:25]=[O:26])[CH:22]=[C:21]([C:27]#[N:28])[CH:20]=2)[C:12]=1[F:29])=[O:8].[BH4-].[Na+].C(=O)(O)[O-].[Na+]. (7) The reactants are: [CH3:1][N:2]1[C:6]([C:7]2[CH:12]=[CH:11][C:10]([C:13]([C:15]3[S:16][CH:17]=[CH:18][CH:19]=3)=[O:14])=[CH:9][CH:8]=2)=[CH:5][CH:4]=[C:3]1[C:20]#[N:21].[BH4-].[Na+]. Given the product [OH:14][CH:13]([C:15]1[S:16][CH:17]=[CH:18][CH:19]=1)[C:10]1[CH:9]=[CH:8][C:7]([C:6]2[N:2]([CH3:1])[C:3]([C:20]#[N:21])=[CH:4][CH:5]=2)=[CH:12][CH:11]=1, predict the reactants needed to synthesize it. (8) Given the product [Cl:1][C:2]1[CH:7]=[CH:6][C:5]([S:8]([N:11]2[CH:16]([CH2:17][CH3:18])[CH2:15][C:14]3([O:32][CH2:31][CH2:30][O:19]3)[CH2:13][CH:12]2[C:20]([O:22][CH2:23][CH3:24])=[O:21])(=[O:9])=[O:10])=[CH:4][CH:3]=1, predict the reactants needed to synthesize it. The reactants are: [Cl:1][C:2]1[CH:7]=[CH:6][C:5]([S:8]([N:11]2[CH:16]([CH2:17][CH3:18])[CH2:15][C:14](=[O:19])[CH2:13][CH:12]2[C:20]([O:22][CH2:23][CH3:24])=[O:21])(=[O:10])=[O:9])=[CH:4][CH:3]=1.C[Si](Cl)(C)C.[CH2:30](O)[CH2:31][OH:32].